From a dataset of Reaction yield outcomes from USPTO patents with 853,638 reactions. Predict the reaction yield, written as a fraction of the theoretical maximum amount of product (1.0 means a 100% yield; for example, 0.34 means a 34% yield). (1) The reactants are Br[C:2]1[CH:3]=[C:4]([C:9]2[N:10]=[C:11]([CH:21]([CH3:23])[CH3:22])[NH:12][C:13]=2[C:14]2[CH:19]=[CH:18][CH:17]=[C:16]([CH3:20])[N:15]=2)[CH:5]=[CH:6][C:7]=1[F:8].[N:24]1([NH:30][C:31](=[O:47])[C:32]2[CH:37]=[CH:36][C:35](B3OC(C)(C)C(C)(C)O3)=[CH:34][CH:33]=2)[CH2:29][CH2:28][O:27][CH2:26][CH2:25]1. No catalyst specified. The product is [N:24]1([NH:30][C:31](=[O:47])[C:32]2[CH:37]=[CH:36][C:35]([C:2]3[CH:3]=[C:4]([C:9]4[N:10]=[C:11]([CH:21]([CH3:23])[CH3:22])[NH:12][C:13]=4[C:14]4[CH:19]=[CH:18][CH:17]=[C:16]([CH3:20])[N:15]=4)[CH:5]=[CH:6][C:7]=3[F:8])=[CH:34][CH:33]=2)[CH2:29][CH2:28][O:27][CH2:26][CH2:25]1. The yield is 0.250. (2) The reactants are [CH3:1][S:2][C:3]1[S:4][C:5]2[CH:11]=[C:10]([CH2:12][NH:13][C:14]3[C:19]([N+:20]([O-])=O)=[CH:18][C:17]([C:23]([F:26])([F:25])[F:24])=[CH:16][N:15]=3)[CH:9]=[CH:8][C:6]=2[N:7]=1.CC(O)=O.CO. The catalyst is C(Cl)Cl.[Zn]. The product is [CH3:1][S:2][C:3]1[S:4][C:5]2[CH:11]=[C:10]([CH2:12][NH:13][C:14]3[C:19]([NH2:20])=[CH:18][C:17]([C:23]([F:26])([F:24])[F:25])=[CH:16][N:15]=3)[CH:9]=[CH:8][C:6]=2[N:7]=1. The yield is 1.00. (3) The reactants are [Br:1][C:2]1[CH:3]=[C:4]2[C:8](=[C:9]([C:11]([O:13][CH2:14][CH3:15])=[O:12])[CH:10]=1)[NH:7][CH:6]=[C:5]2[CH:16]1[CH2:22][CH2:21][CH2:20][S:19][CH2:18][CH2:17]1.[C:23](O[C:23]([O:25][C:26]([CH3:29])([CH3:28])[CH3:27])=[O:24])([O:25][C:26]([CH3:29])([CH3:28])[CH3:27])=[O:24]. The catalyst is C(#N)C.O1CCCC1.CN(C)C1C=CN=CC=1. The product is [Br:1][C:2]1[CH:3]=[C:4]2[C:8](=[C:9]([C:11]([O:13][CH2:14][CH3:15])=[O:12])[CH:10]=1)[N:7]([C:23]([O:25][C:26]([CH3:29])([CH3:28])[CH3:27])=[O:24])[CH:6]=[C:5]2[CH:16]1[CH2:22][CH2:21][CH2:20][S:19][CH2:18][CH2:17]1. The yield is 0.730.